This data is from Full USPTO retrosynthesis dataset with 1.9M reactions from patents (1976-2016). The task is: Predict the reactants needed to synthesize the given product. (1) The reactants are: [NH2:1][C:2]1[N:3]=[C:4]([NH:17][CH:18]2[CH2:23][CH2:22][N:21]([S:24]([C:27]3[CH:28]=[N:29][C:30]([SH:33])=[CH:31][CH:32]=3)(=[O:26])=[O:25])[CH2:20][CH2:19]2)[S:5][C:6]=1[C:7]([C:9]1[C:14]([F:15])=[CH:13][CH:12]=[CH:11][C:10]=1[F:16])=[O:8].[ClH:34].[Cl:35][CH2:36][CH2:37][CH:38]1[CH2:42][CH2:41][CH2:40][N:39]1[CH3:43]. Given the product [ClH:35].[ClH:34].[NH2:1][C:2]1[N:3]=[C:4]([NH:17][CH:18]2[CH2:19][CH2:20][N:21]([S:24]([C:27]3[CH:28]=[N:29][C:30]([S:33][CH2:36][CH2:37][CH:38]4[CH2:42][CH2:41][CH2:40][N:39]4[CH3:43])=[CH:31][CH:32]=3)(=[O:26])=[O:25])[CH2:22][CH2:23]2)[S:5][C:6]=1[C:7]([C:9]1[C:14]([F:15])=[CH:13][CH:12]=[CH:11][C:10]=1[F:16])=[O:8], predict the reactants needed to synthesize it. (2) Given the product [CH3:1][O:2][C:3]([C:4]1([O:8][C:9]2[CH:10]=[N:11][C:12]([O:15][CH2:16][C:17]3[CH:22]=[CH:21][CH:20]=[CH:19][CH:18]=3)=[CH:13][CH:14]=2)[CH2:6][CH2:5]1)=[O:23], predict the reactants needed to synthesize it. The reactants are: [CH3:1][O:2][C:3](=[O:23])[CH:4]([O:8][C:9]1[CH:10]=[N:11][C:12]([O:15][CH2:16][C:17]2[CH:22]=[CH:21][CH:20]=[CH:19][CH:18]=2)=[CH:13][CH:14]=1)[CH2:5][CH2:6]Br.CC(C)([O-])C.[K+]. (3) Given the product [Br:18][C:5]1[N:4]=[CH:3][C:2]([NH:7][C:8]2[CH:9]=[N:10][C:11]([C:14]([F:17])([F:15])[F:16])=[CH:12][CH:13]=2)=[N:1][CH:6]=1, predict the reactants needed to synthesize it. The reactants are: [N:1]1[CH:6]=[CH:5][N:4]=[CH:3][C:2]=1[NH:7][C:8]1[CH:9]=[N:10][C:11]([C:14]([F:17])([F:16])[F:15])=[CH:12][CH:13]=1.[Br:18]N1C(=O)CCC1=O. (4) Given the product [CH2:11]([C:10]1[C:2]([C:21]2[N:25]([CH3:26])[C:24]([CH:27]=[O:28])=[CH:23][CH:22]=2)=[N:3][C:4]([O:13][CH3:14])=[C:5]([CH:9]=1)[C:6]([O:8][CH3:15])=[O:7])[CH3:12], predict the reactants needed to synthesize it. The reactants are: Cl[C:2]1[C:10]([CH2:11][CH3:12])=[CH:9][C:5]([C:6]([O-:8])=[O:7])=[C:4]([O:13][CH3:14])[N:3]=1.[CH3:15]C([O-])=O.[K+].Br[C:21]1[N:25]([CH3:26])[C:24]([CH:27]=[O:28])=[CH:23][CH:22]=1.C([O-])([O-])=O.[K+].[K+]. (5) Given the product [C:38]([O:42][C:43]([N:45]1[CH2:50][CH2:49][C:48]([O:54][CH2:55][CH3:56])([O:51][CH2:52][CH3:53])[CH:47]([NH:57][C:3]([C:5]2[C:13]3[C:8](=[CH:9][C:10]([C:14]4[CH:19]=[C:18]([F:20])[C:17]([O:21][CH2:22][O:23][CH2:24][CH2:25][Si:26]([CH3:29])([CH3:27])[CH3:28])=[CH:16][C:15]=4[CH2:30][CH3:31])=[CH:11][CH:12]=3)[N:7]([CH:32]3[CH2:37][CH2:36][CH2:35][CH2:34][O:33]3)[N:6]=2)=[NH:4])[CH2:46]1)=[O:44])([CH3:39])([CH3:41])[CH3:40], predict the reactants needed to synthesize it. The reactants are: CO[C:3]([C:5]1[C:13]2[C:8](=[CH:9][C:10]([C:14]3[CH:19]=[C:18]([F:20])[C:17]([O:21][CH2:22][O:23][CH2:24][CH2:25][Si:26]([CH3:29])([CH3:28])[CH3:27])=[CH:16][C:15]=3[CH2:30][CH3:31])=[CH:11][CH:12]=2)[N:7]([CH:32]2[CH2:37][CH2:36][CH2:35][CH2:34][O:33]2)[N:6]=1)=[NH:4].[C:38]([O:42][C:43]([N:45]1[CH2:50][CH2:49][C:48]([O:54][CH2:55][CH3:56])([O:51][CH2:52][CH3:53])[CH:47]([NH2:57])[CH2:46]1)=[O:44])([CH3:41])([CH3:40])[CH3:39].C(O)(=O)C. (6) Given the product [CH:4]([NH:3][C:4]1[CH:36]=[CH:35][C:7]([O:8][C:9]2[CH:10]=[CH:11][C:12]3[N:16]=[C:15]([CH2:17][O:18][C:19]4[CH:32]=[CH:31][C:22]([CH2:23][CH:24]5[S:28][C:27](=[O:29])[NH:26][C:25]5=[O:30])=[CH:21][CH:20]=4)[N:14]([CH3:33])[C:13]=3[CH:34]=2)=[CH:6][CH:5]=1)([CH2:5][CH3:6])[CH3:36], predict the reactants needed to synthesize it. The reactants are: Cl.Cl.[NH2:3][C:4]1[CH:36]=[CH:35][C:7]([O:8][C:9]2[CH:10]=[CH:11][C:12]3[N:16]=[C:15]([CH2:17][O:18][C:19]4[CH:32]=[CH:31][C:22]([CH2:23][CH:24]5[S:28][C:27](=[O:29])[NH:26][C:25]5=[O:30])=[CH:21][CH:20]=4)[N:14]([CH3:33])[C:13]=3[CH:34]=2)=[CH:6][CH:5]=1.